This data is from Peptide-MHC class I binding affinity with 185,985 pairs from IEDB/IMGT. The task is: Regression. Given a peptide amino acid sequence and an MHC pseudo amino acid sequence, predict their binding affinity value. This is MHC class I binding data. (1) The peptide sequence is RTMPNESRVK. The MHC is HLA-A31:01 with pseudo-sequence HLA-A31:01. The binding affinity (normalized) is 0.556. (2) The peptide sequence is RYFSVTRPL. The MHC is HLA-B58:01 with pseudo-sequence HLA-B58:01. The binding affinity (normalized) is 0.0847. (3) The peptide sequence is GRWMLPQGM. The MHC is HLA-A02:03 with pseudo-sequence HLA-A02:03. The binding affinity (normalized) is 0.0847. (4) The peptide sequence is NAHEGQLVI. The MHC is HLA-A69:01 with pseudo-sequence HLA-A69:01. The binding affinity (normalized) is 0.248. (5) The peptide sequence is FSIPVTFSY. The MHC is HLA-B58:01 with pseudo-sequence HLA-B58:01. The binding affinity (normalized) is 1.00. (6) The peptide sequence is RRWIQLGLQKC. The MHC is Mamu-B08 with pseudo-sequence Mamu-B08. The binding affinity (normalized) is 0.583. (7) The peptide sequence is YLTSFVVPI. The MHC is HLA-A02:11 with pseudo-sequence HLA-A02:11. The binding affinity (normalized) is 1.00. (8) The binding affinity (normalized) is 0.692. The MHC is HLA-A02:01 with pseudo-sequence HLA-A02:01. The peptide sequence is VLPDVFIRC. (9) The peptide sequence is YPARVKCAL. The MHC is HLA-B15:01 with pseudo-sequence HLA-B15:01. The binding affinity (normalized) is 0.0847. (10) The peptide sequence is VIHTNHSDI. The MHC is HLA-A02:02 with pseudo-sequence HLA-A02:02. The binding affinity (normalized) is 0.0358.